Dataset: Catalyst prediction with 721,799 reactions and 888 catalyst types from USPTO. Task: Predict which catalyst facilitates the given reaction. (1) Reactant: II.[C:3]([C:6]1[CH:7]=[C:8]([CH:11]=[CH:12][CH:13]=1)[C:9]#[N:10])([CH3:5])=[CH2:4].[N+:14]([C:17]1[CH:18]=[N:19][NH:20][CH:21]=1)([O-:16])=[O:15]. Product: [N+:14]([C:17]1[CH:18]=[N:19][N:20]([C:3]([C:6]2[CH:7]=[C:8]([CH:11]=[CH:12][CH:13]=2)[C:9]#[N:10])([CH3:5])[CH3:4])[CH:21]=1)([O-:16])=[O:15]. The catalyst class is: 11. (2) Reactant: [N:1]1[CH:6]=[CH:5][CH:4]=[CH:3][C:2]=1[N:7]1[C:11](N2CCNCC2)=NN=N1.NC1C=CC=CN=1.C(C1NC=CN=1)(C1NC=CN=1)=[S:26]. Product: [N:7]([C:2]1[CH:3]=[CH:4][CH:5]=[CH:6][N:1]=1)=[C:11]=[S:26]. The catalyst class is: 2.